Dataset: Reaction yield outcomes from USPTO patents with 853,638 reactions. Task: Predict the reaction yield, written as a fraction of the theoretical maximum amount of product (1.0 means a 100% yield; for example, 0.34 means a 34% yield). (1) The reactants are [O:1]1[CH:5]=[CH:4][CH:3]=[C:2]1[C:6]1[N:10]([C:11]2[CH:12]=[C:13]([CH:17]3[CH2:22][CH2:21][NH:20][CH2:19][CH2:18]3)[CH:14]=[CH:15][CH:16]=2)[N:9]=[C:8]([C:23]([F:26])([F:25])[F:24])[CH:7]=1.CCN(CC)CC.[CH3:34][C:35]([O:38][C:39](O[C:39]([O:38][C:35]([CH3:37])([CH3:36])[CH3:34])=[O:40])=[O:40])([CH3:37])[CH3:36]. The catalyst is C(Cl)Cl. The product is [O:1]1[CH:5]=[CH:4][CH:3]=[C:2]1[C:6]1[N:10]([C:11]2[CH:12]=[C:13]([CH:17]3[CH2:22][CH2:21][N:20]([C:39]([O:38][C:35]([CH3:37])([CH3:36])[CH3:34])=[O:40])[CH2:19][CH2:18]3)[CH:14]=[CH:15][CH:16]=2)[N:9]=[C:8]([C:23]([F:24])([F:25])[F:26])[CH:7]=1. The yield is 0.510. (2) The reactants are I[C:2]1[O:6][N:5]=[C:4]([C:7]2[CH:12]=[CH:11][CH:10]=[CH:9][N:8]=2)[CH:3]=1.CC1(C)C(C)(C)OB([C:21]2[CH:22]=[CH:23][C:24]3[CH2:31][C@H:30]4[C@:32]5([CH2:36][N:35]([CH2:37][C:38]([F:41])([F:40])[F:39])[S:34](=[O:43])(=[O:42])[NH:33]5)[C@H:27]([CH2:28][CH2:29]4)[CH2:26][C:25]=3[CH:44]=2)O1.C(=O)([O-])[O-].[K+].[K+]. The catalyst is C1(C)C=CC=CC=1.C(O)C.O.C(=O)(O)[O-].[Na+]. The product is [N:8]1[CH:9]=[CH:10][CH:11]=[CH:12][C:7]=1[C:4]1[CH:3]=[C:2]([C:21]2[CH:22]=[CH:23][C:24]3[CH2:31][C@H:30]4[C@:32]5([CH2:36][N:35]([CH2:37][C:38]([F:41])([F:40])[F:39])[S:34](=[O:42])(=[O:43])[NH:33]5)[C@H:27]([CH2:28][CH2:29]4)[CH2:26][C:25]=3[CH:44]=2)[O:6][N:5]=1. The yield is 0.690. (3) The reactants are Br[CH2:2][C:3]1[CH:8]=[C:7]([F:9])[CH:6]=[CH:5][C:4]=1[C:10]([CH3:20])([CH3:19])[CH2:11][C@:12]1([C:15]([F:18])([F:17])[F:16])[CH2:14][O:13]1.[C:21]([O-:24])(=[O:23])[CH3:22].[Na+].C(=O)(O)[O-].[Na+]. The catalyst is CN(C=O)C. The product is [CH3:19][C:10]([C:4]1[CH:5]=[CH:6][C:7]([F:9])=[CH:8][C:3]=1[CH2:2][O:24][C:21](=[O:23])[CH3:22])([CH3:20])[CH2:11][C@:12]1([C:15]([F:18])([F:17])[F:16])[CH2:14][O:13]1. The yield is 0.830. (4) The reactants are [NH:1]1[C:9]2[C:4](=[CH:5][C:6]([C:10]([O:12][CH3:13])=[O:11])=[CH:7][CH:8]=2)[CH:3]=[N:2]1.[H-].[Na+].Cl[CH2:17][O:18][CH3:19]. The catalyst is CN(C)C=O.O1CCCC1.C(OCC)(=O)C. The product is [CH3:17][O:18][CH2:19][N:1]1[C:9]2[C:4](=[CH:5][C:6]([C:10]([O:12][CH3:13])=[O:11])=[CH:7][CH:8]=2)[CH:3]=[N:2]1. The yield is 0.580.